From a dataset of Forward reaction prediction with 1.9M reactions from USPTO patents (1976-2016). Predict the product of the given reaction. The product is: [N:6]1[CH:5]=[CH:22][N:8]2[C:7]=1[CH:12]=[CH:11][CH:10]=[N:9]2. Given the reactants ClCCl.Br[C:5]1[N:6]=[C:7]2[CH:12]=[CH:11][C:10](N3C[C@@H]4[C@@H](CN(C)C4)C3)=[N:9][N:8]2[C:22]=1I.C(=O)([O-])[O-].[Cs+].[Cs+].Cl, predict the reaction product.